This data is from Reaction yield outcomes from USPTO patents with 853,638 reactions. The task is: Predict the reaction yield, written as a fraction of the theoretical maximum amount of product (1.0 means a 100% yield; for example, 0.34 means a 34% yield). (1) The reactants are [Br:1][C:2]1[CH:6]=[C:5]([N:7]2[C:12](=O)[CH2:11][CH2:10][CH2:9][CH:8]2[CH2:14][CH3:15])[S:4][C:3]=1[C:16]#[N:17].COC1C=CC(P2(SP(C3C=CC(OC)=CC=3)(=S)S2)=[S:27])=CC=1. The catalyst is O1CCOCC1. The product is [Br:1][C:2]1[CH:6]=[C:5]([N:7]2[C:12](=[S:27])[CH2:11][CH2:10][CH2:9][CH:8]2[CH2:14][CH3:15])[S:4][C:3]=1[C:16]#[N:17]. The yield is 0.710. (2) The reactants are [N+:1]([C:4]1[CH:5]=[CH:6][C:7]([O:10][CH2:11][CH2:12][N:13]([CH3:15])[CH3:14])=[N:8][CH:9]=1)([O-])=O.[H][H]. The catalyst is CO.[Pd]. The product is [CH3:14][N:13]([CH3:15])[CH2:12][CH2:11][O:10][C:7]1[N:8]=[CH:9][C:4]([NH2:1])=[CH:5][CH:6]=1. The yield is 0.990.